The task is: Predict the reactants needed to synthesize the given product.. This data is from Full USPTO retrosynthesis dataset with 1.9M reactions from patents (1976-2016). (1) The reactants are: [CH3:1][N:2]1[C:10]2[C:5](=[CH:6][C:7]([C:11]3[CH:12]=[C:13]([CH:16]=[CH:17][C:18]=3[O:19][CH3:20])[CH:14]=O)=[CH:8][CH:9]=2)[CH:4]=[CH:3]1.[CH3:21][C@@H:22]([NH2:29])[C:23]1[CH:28]=[CH:27][CH:26]=[CH:25][CH:24]=1. Given the product [C:23]1([C@H:22]([NH:29][CH2:14][C:13]2[CH:16]=[CH:17][C:18]([O:19][CH3:20])=[C:11]([C:7]3[CH:6]=[C:5]4[C:10](=[CH:9][CH:8]=3)[N:2]([CH3:1])[CH:3]=[CH:4]4)[CH:12]=2)[CH3:21])[CH:28]=[CH:27][CH:26]=[CH:25][CH:24]=1, predict the reactants needed to synthesize it. (2) Given the product [Cl:1][C:2]1[CH:18]=[CH:17][C:5]([O:6][C:7]2[CH:12]=[CH:11][C:10]([C:13]3([CH3:22])[CH2:14][O:15]3)=[C:9]([CH3:16])[CH:8]=2)=[CH:4][CH:3]=1, predict the reactants needed to synthesize it. The reactants are: [Cl:1][C:2]1[CH:18]=[CH:17][C:5]([O:6][C:7]2[CH:12]=[CH:11][C:10]([C:13](=[O:15])[CH3:14])=[C:9]([CH3:16])[CH:8]=2)=[CH:4][CH:3]=1.[H-].[Na+].[I-].[CH3:22][S+](C)C.